Predict the reaction yield, written as a fraction of the theoretical maximum amount of product (1.0 means a 100% yield; for example, 0.34 means a 34% yield). From a dataset of Reaction yield outcomes from USPTO patents with 853,638 reactions. The reactants are [NH2:1][C:2]1[CH:3]=[C:4]([CH:26]=[CH:27][C:28]=1[C:29]#[N:30])[C:5]([NH:7][C:8]1[C:13]([CH3:14])=[CH:12][C:11]([C:15]([F:24])([C:20]([F:23])([F:22])[F:21])[C:16]([F:19])([F:18])[F:17])=[CH:10][C:9]=1[CH3:25])=[O:6].C=O.[C:33](O)(=O)C.[BH4-].[Na+]. The catalyst is C(#N)C. The product is [C:29]([C:28]1[CH:27]=[CH:26][C:4]([C:5]([NH:7][C:8]2[C:13]([CH3:14])=[CH:12][C:11]([C:15]([F:24])([C:20]([F:21])([F:22])[F:23])[C:16]([F:17])([F:18])[F:19])=[CH:10][C:9]=2[CH3:25])=[O:6])=[CH:3][C:2]=1[NH:1][CH3:33])#[N:30]. The yield is 0.580.